From a dataset of Forward reaction prediction with 1.9M reactions from USPTO patents (1976-2016). Predict the product of the given reaction. (1) Given the reactants [NH:1]1[C:5]2[CH:6]=[CH:7][CH:8]=[CH:9][C:4]=2[N:3]=[N:2]1.[S:10]1[CH:14]=[CH:13][CH:12]=[C:11]1[CH2:15][CH2:16][NH2:17].[CH2:18]=O, predict the reaction product. The product is: [N:1]1([CH2:18][NH:17][CH2:16][CH2:15][C:11]2[S:10][CH:14]=[CH:13][CH:12]=2)[C:5]2[CH:6]=[CH:7][CH:8]=[CH:9][C:4]=2[N:3]=[N:2]1. (2) Given the reactants [C:1]([CH:3]([CH2:7][C:8]1[CH:13]=[CH:12][C:11]([OH:14])=[CH:10][CH:9]=1)[C:4]([OH:6])=[O:5])#[N:2].[CH3:15]S(OCCCCOS(C)(=O)=O)(=O)=O, predict the reaction product. The product is: [C:1]([CH:3]([CH2:7][C:8]1[CH:9]=[CH:10][C:11]([OH:14])=[CH:12][CH:13]=1)[C:4]([O:6][CH3:15])=[O:5])#[N:2]. (3) Given the reactants C([O:5][C:6]([C@H:8]1[CH2:11][C@H:10]([O:12][C:13]2[CH:22]=[CH:21][C:20]([Cl:23])=[C:19]3[C:14]=2[C:15]2([CH2:29][CH2:28][CH2:27][CH2:26][CH2:25]2)[NH:16][C:17](=[O:24])[NH:18]3)[CH2:9]1)=[O:7])(C)(C)C.Br.O, predict the reaction product. The product is: [C:6]([OH:7])(=[O:5])[CH3:8].[Cl:23][C:20]1[CH:21]=[CH:22][C:13]([O:12][C@H:10]2[CH2:9][C@H:8]([C:6]([OH:7])=[O:5])[CH2:11]2)=[C:14]2[C:19]=1[NH:18][C:17](=[O:24])[NH:16][C:15]12[CH2:29][CH2:28][CH2:27][CH2:26][CH2:25]1. (4) Given the reactants P(Cl)(Cl)(Cl)=O.CN(C)[CH:8]=[O:9].[OH:11][C@@H:12]([CH2:25][N:26]1[CH2:31][CH2:30][O:29][CH2:28][CH2:27]1)[CH2:13][N:14]1[CH2:19][CH2:18][C:17]2[NH:20][CH:21]=[C:22]([CH3:23])[C:16]=2[C:15]1=[O:24], predict the reaction product. The product is: [OH:11][C@@H:12]([CH2:25][N:26]1[CH2:31][CH2:30][O:29][CH2:28][CH2:27]1)[CH2:13][N:14]1[CH2:19][CH2:18][C:17]2[NH:20][C:21]([CH:8]=[O:9])=[C:22]([CH3:23])[C:16]=2[C:15]1=[O:24].